Dataset: Reaction yield outcomes from USPTO patents with 853,638 reactions. Task: Predict the reaction yield, written as a fraction of the theoretical maximum amount of product (1.0 means a 100% yield; for example, 0.34 means a 34% yield). (1) The reactants are [Br:1][C:2]1[CH:7]=[C:6]([F:8])[CH:5]=[CH:4][C:3]=1[CH:9]1[C:14]([C:15]([O:17][CH2:18][CH3:19])=[O:16])=[C:13]([CH2:20]Br)[NH:12][C:11]([C:22]2[CH:27]=[CH:26][CH:25]=[CH:24][CH:23]=2)=[N:10]1.Cl.[NH:29]1[CH2:34][CH2:33][O:32][CH2:31][CH:30]1[CH2:35][C:36]([OH:38])=[O:37]. No catalyst specified. The product is [Br:1][C:2]1[CH:7]=[C:6]([F:8])[CH:5]=[CH:4][C:3]=1[CH:9]1[N:10]=[C:11]([C:22]2[CH:27]=[CH:26][CH:25]=[CH:24][CH:23]=2)[NH:12][C:13]([CH2:20][N:29]2[CH2:34][CH2:33][O:32][CH2:31][CH:30]2[CH2:35][C:36]([OH:38])=[O:37])=[C:14]1[C:15]([O:17][CH2:18][CH3:19])=[O:16]. The yield is 0.490. (2) The reactants are [CH3:1][C:2]1([CH3:10])[O:7][CH2:6][CH:5]([CH2:8][OH:9])[CH2:4][O:3]1.CCN(CC)CC.[S:18](Cl)([C:21]1[CH:27]=[CH:26][C:24]([CH3:25])=[CH:23][CH:22]=1)(=[O:20])=[O:19]. The catalyst is C(Cl)Cl. The product is [CH3:25][C:24]1[CH:26]=[CH:27][C:21]([S:18]([O:9][CH2:8][CH:5]2[CH2:6][O:7][C:2]([CH3:10])([CH3:1])[O:3][CH2:4]2)(=[O:20])=[O:19])=[CH:22][CH:23]=1. The yield is 0.970. (3) The reactants are C(N1CC(CCCCN[C:23](=[O:34])[CH2:24][O:25][CH2:26][C:27]2[CH:32]=[CH:31][C:30]([F:33])=[CH:29][CH:28]=2)C1)(C1C=CC=CC=1)C1C=CC=CC=1.[N:35]([CH2:38][CH2:39][CH2:40][CH2:41][CH:42]1[CH2:45][N:44]([C:46]([O:48][C:49]([CH3:52])([CH3:51])[CH3:50])=[O:47])[CH2:43]1)=[N+]=[N-]. No catalyst specified. The product is [F:33][C:30]1[CH:29]=[CH:28][C:27]([CH2:26][O:25][CH2:24][C:23]([NH:35][CH2:38][CH2:39][CH2:40][CH2:41][CH:42]2[CH2:45][N:44]([C:46]([O:48][C:49]([CH3:52])([CH3:51])[CH3:50])=[O:47])[CH2:43]2)=[O:34])=[CH:32][CH:31]=1. The yield is 0.410. (4) The reactants are [CH3:1][O:2][C:3]1[S:7][C:6]([C:8]([OH:10])=O)=[CH:5][C:4]=1[C:11]1[N:15]([CH3:16])[N:14]=[CH:13][CH:12]=1.[NH2:17][C@@H:18]([CH2:31][C:32]1[CH:37]=[CH:36][CH:35]=[CH:34][C:33]=1[C:38]([F:41])([F:40])[F:39])[CH2:19][N:20]1[C:28](=[O:29])[C:27]2[C:22](=[CH:23][CH:24]=[CH:25][CH:26]=2)[C:21]1=[O:30].C1CN([P+](Br)(N2CCCC2)N2CCCC2)CC1.F[P-](F)(F)(F)(F)F.CCN(C(C)C)C(C)C. The catalyst is C(Cl)(Cl)Cl. The product is [O:29]=[C:28]1[C:27]2[C:22](=[CH:23][CH:24]=[CH:25][CH:26]=2)[C:21](=[O:30])[N:20]1[CH2:19][C@@H:18]([NH:17][C:8]([C:6]1[S:7][C:3]([O:2][CH3:1])=[C:4]([C:11]2[N:15]([CH3:16])[N:14]=[CH:13][CH:12]=2)[CH:5]=1)=[O:10])[CH2:31][C:32]1[CH:37]=[CH:36][CH:35]=[CH:34][C:33]=1[C:38]([F:40])([F:39])[F:41]. The yield is 0.820. (5) The reactants are [F:1][C:2]1[CH:10]=[CH:9][CH:8]=[C:7]([N+:11]([O-:13])=[O:12])[C:3]=1[C:4]([OH:6])=O.C(Cl)(=O)C(Cl)=O.C(N(CC)CC)C.[F:27][CH:28]([F:38])[CH2:29][O:30][C:31]1[CH:32]=[C:33]([CH:35]=[CH:36][CH:37]=1)[NH2:34].Cl. The catalyst is C(Cl)Cl.CN(C=O)C. The product is [F:27][CH:28]([F:38])[CH2:29][O:30][C:31]1[CH:32]=[C:33]([NH:34][C:4](=[O:6])[C:3]2[C:7]([N+:11]([O-:13])=[O:12])=[CH:8][CH:9]=[CH:10][C:2]=2[F:1])[CH:35]=[CH:36][CH:37]=1. The yield is 0.500. (6) The reactants are [OH:1][C:2]1[CH:26]=[CH:25][C:5]([C:6]([NH:8][CH2:9][C@H:10]([N:15]2[CH2:20][CH2:19][N:18]([S:21]([CH3:24])(=[O:23])=[O:22])[CH2:17][CH2:16]2)[C:11]([O:13][CH3:14])=[O:12])=[O:7])=[CH:4][CH:3]=1.[C:27]([Si:31]([O:34][CH2:35][C:36]#[C:37][CH2:38]Cl)([CH3:33])[CH3:32])([CH3:30])([CH3:29])[CH3:28]. No catalyst specified. The product is [Si:31]([O:34][CH2:35][C:36]#[C:37][CH2:38][O:1][C:2]1[CH:26]=[CH:25][C:5]([C:6]([NH:8][CH2:9][C@H:10]([N:15]2[CH2:16][CH2:17][N:18]([S:21]([CH3:24])(=[O:23])=[O:22])[CH2:19][CH2:20]2)[C:11]([O:13][CH3:14])=[O:12])=[O:7])=[CH:4][CH:3]=1)([C:27]([CH3:28])([CH3:29])[CH3:30])([CH3:32])[CH3:33]. The yield is 0.880. (7) The reactants are C([O-])([O-])=O.[K+].[K+].[C:7]([O:15][CH2:16][CH3:17])(=[O:14])[CH2:8][C:9]([O:11][CH2:12][CH3:13])=[O:10].[Br:18][C:19]1[CH:20]=[C:21]([N+:26]([O-:28])=[O:27])[C:22](Cl)=[N:23][CH:24]=1.Cl. The catalyst is CN(C=O)C. The product is [Br:18][C:19]1[CH:20]=[C:21]([N+:26]([O-:28])=[O:27])[C:22]([CH:8]([C:9]([O:11][CH2:12][CH3:13])=[O:10])[C:7]([O:15][CH2:16][CH3:17])=[O:14])=[N:23][CH:24]=1. The yield is 0.940. (8) The reactants are [O:1]1[C:5]2[CH:6]=[CH:7][C:8]([C:10]3([C:13]([NH:15][C:16]4[CH:25]=[CH:24][C:19]([C:20](OC)=[O:21])=[C:18]([Br:26])[CH:17]=4)=[O:14])[CH2:12][CH2:11]3)=[CH:9][C:4]=2[O:3][CH2:2]1.[Li+].[BH4-]. The catalyst is C1COCC1.CCOCC.O. The product is [O:1]1[C:5]2[CH:6]=[CH:7][C:8]([C:10]3([C:13]([NH:15][C:16]4[CH:25]=[CH:24][C:19]([CH2:20][OH:21])=[C:18]([Br:26])[CH:17]=4)=[O:14])[CH2:12][CH2:11]3)=[CH:9][C:4]=2[O:3][CH2:2]1. The yield is 0.740. (9) The reactants are [CH:1]1([S:4]([NH:7][CH2:8][CH:9]2[CH2:13][CH:12]([C:14]([O:16]C(C)(C)C)=[O:15])[CH:11]([CH2:21][CH3:22])[CH2:10]2)(=[O:6])=[O:5])[CH2:3][CH2:2]1.C(O)(C(F)(F)F)=O. No catalyst specified. The product is [CH:1]1([S:4]([NH:7][CH2:8][CH:9]2[CH2:13][CH:12]([C:14]([OH:16])=[O:15])[CH:11]([CH2:21][CH3:22])[CH2:10]2)(=[O:6])=[O:5])[CH2:2][CH2:3]1. The yield is 1.00.